From a dataset of Forward reaction prediction with 1.9M reactions from USPTO patents (1976-2016). Predict the product of the given reaction. (1) Given the reactants [C:1]1([N:7]2[CH:11]=[C:10]([Si:12]([CH3:15])([CH3:14])[CH3:13])[NH:9][N:8]2[C:16]([O:18]CC)=[O:17])[CH:6]=[CH:5][CH:4]=[CH:3][CH:2]=1.[OH-].[Li+], predict the reaction product. The product is: [C:1]1([N:7]2[CH:11]=[C:10]([Si:12]([CH3:13])([CH3:14])[CH3:15])[NH:9][N:8]2[C:16]([OH:18])=[O:17])[CH:2]=[CH:3][CH:4]=[CH:5][CH:6]=1. (2) Given the reactants [F:1][C:2]([F:41])([F:40])[C:3]1[CH:4]=[C:5]([C@H:13]([O:15][C@H:16]2[CH2:20][N:19]([C:21]([O:23][C:24]([CH3:27])([CH3:26])[CH3:25])=[O:22])[C@@H:18]([CH2:28][C:29]([O:31][CH3:32])=[O:30])[C@@H:17]2[C:33]2[CH:38]=[CH:37][C:36]([F:39])=[CH:35][CH:34]=2)[CH3:14])[CH:6]=[C:7]([C:9]([F:12])([F:11])[F:10])[CH:8]=1.[Li+].[CH3:43][Si]([N-][Si](C)(C)C)(C)C.CI, predict the reaction product. The product is: [F:12][C:9]([F:10])([F:11])[C:7]1[CH:6]=[C:5]([C@H:13]([O:15][C@H:16]2[CH2:20][N:19]([C:21]([O:23][C:24]([CH3:25])([CH3:26])[CH3:27])=[O:22])[C@@H:18]([CH:28]([CH3:43])[C:29]([O:31][CH3:32])=[O:30])[C@@H:17]2[C:33]2[CH:38]=[CH:37][C:36]([F:39])=[CH:35][CH:34]=2)[CH3:14])[CH:4]=[C:3]([C:2]([F:1])([F:40])[F:41])[CH:8]=1. (3) Given the reactants [CH2:1]([C:8]1[C:12](=[O:13])[N:11]([C:14]2[N:19]=[CH:18][C:17]([S:20]([NH:23][C@@H:24]3[CH2:28][CH2:27][C@H:26]([CH2:29][O:30]CC4C=CC=CC=4)[CH2:25]3)(=[O:22])=[O:21])=[CH:16][CH:15]=2)[NH:10][CH:9]=1)[C:2]1[CH:7]=[CH:6][CH:5]=[CH:4][CH:3]=1.B(Br)(Br)Br.[CH3:42]O, predict the reaction product. The product is: [CH2:1]([C:8]1[C:12](=[O:13])[N:11]([C:14]2[N:19]=[CH:18][C:17]([S:20]([N:23]([C@@H:24]3[CH2:28][CH2:27][C@H:26]([CH2:29][OH:30])[CH2:25]3)[CH3:42])(=[O:22])=[O:21])=[CH:16][CH:15]=2)[NH:10][CH:9]=1)[C:2]1[CH:3]=[CH:4][CH:5]=[CH:6][CH:7]=1. (4) Given the reactants C([NH:8][C:9]1[C:18]2[N:19]=[CH:20][N:21]([CH2:22][CH:23]([CH3:25])[CH3:24])[C:17]=2[C:16]2[CH:15]=[CH:14][CH:13]=[CH:12][C:11]=2[N:10]=1)C1C=CC=CC=1.C(O)C.[H][H], predict the reaction product. The product is: [NH2:8][C:9]1[C:18]2[N:19]=[CH:20][N:21]([CH2:22][CH:23]([CH3:25])[CH3:24])[C:17]=2[C:16]2[CH:15]=[CH:14][CH:13]=[CH:12][C:11]=2[N:10]=1. (5) Given the reactants [CH:1]1([NH:4][C:5]([NH:7][C:8]2[CH:13]=[CH:12][C:11]([C:14]3[N:15]=[C:16]([N:24]4[CH2:29][CH2:28][O:27][CH2:26][C@@H:25]4[CH3:30])[C:17]4[CH2:23][CH2:22][NH:21][CH2:20][C:18]=4[N:19]=3)=[C:10]([F:31])[CH:9]=2)=[O:6])[CH2:3][CH2:2]1.[CH:32]([N:35]=[C:36]=[O:37])([CH3:34])[CH3:33], predict the reaction product. The product is: [CH:1]1([NH:4][C:5](=[O:6])[NH:7][C:8]2[CH:13]=[CH:12][C:11]([C:14]3[N:15]=[C:16]([N:24]4[CH2:29][CH2:28][O:27][CH2:26][C@@H:25]4[CH3:30])[C:17]4[CH2:23][CH2:22][N:21]([C:36]([NH:35][CH:32]([CH3:34])[CH3:33])=[O:37])[CH2:20][C:18]=4[N:19]=3)=[C:10]([F:31])[CH:9]=2)[CH2:2][CH2:3]1. (6) The product is: [C:12]([O:16][C:17](=[O:28])[NH:18][CH2:19][C:20]1[CH:21]=[CH:22][CH:23]=[CH:24][C:25]=1[S:29]([CH3:1])(=[O:32])=[O:30])([CH3:15])([CH3:13])[CH3:14]. Given the reactants [CH:1]1C=C(Cl)C=C(C(OO)=O)C=1.[C:12]([O:16][C:17](=[O:28])[NH:18][CH2:19][C:20]1[CH:25]=[CH:24][CH:23]=[CH:22][C:21]=1SC)([CH3:15])([CH3:14])[CH3:13].[S:29]([O-:32])([O-])=[O:30].[Na+].[Na+], predict the reaction product. (7) The product is: [F:27][C:19]1[CH:20]=[C:21]([N+:24]([O-:26])=[O:25])[CH:22]=[CH:23][C:18]=1[O:17][C:3]1[CH:4]=[C:5]2[C:9](=[CH:10][C:2]=1[C:31]1[CH:32]=[CH:33][N:28]=[CH:29][CH:30]=1)[N:8]([CH:11]1[CH2:16][CH2:15][CH2:14][CH2:13][O:12]1)[N:7]=[CH:6]2. Given the reactants Br[C:2]1[CH:10]=[C:9]2[C:5]([CH:6]=[N:7][N:8]2[CH:11]2[CH2:16][CH2:15][CH2:14][CH2:13][O:12]2)=[CH:4][C:3]=1[O:17][C:18]1[CH:23]=[CH:22][C:21]([N+:24]([O-:26])=[O:25])=[CH:20][C:19]=1[F:27].[N:28]1[CH:33]=[CH:32][C:31](B(O)O)=[CH:30][CH:29]=1.[F-].[Cs+].[NH4+].[Cl-], predict the reaction product.